From a dataset of Full USPTO retrosynthesis dataset with 1.9M reactions from patents (1976-2016). Predict the reactants needed to synthesize the given product. (1) Given the product [F:23][C:24]1[CH:25]=[C:26]([NH:27][C:20]([C:17]2[CH:18]=[CH:19][C:14]([C:3]3[CH:4]=[C:5]([C:8]4[O:9][C:10]([CH3:13])=[N:11][N:12]=4)[CH:6]=[CH:7][C:2]=3[CH3:1])=[CH:15][CH:16]=2)=[O:21])[CH:28]=[CH:29][C:30]=1[O:31][CH3:32], predict the reactants needed to synthesize it. The reactants are: [CH3:1][C:2]1[CH:7]=[CH:6][C:5]([C:8]2[O:9][C:10]([CH3:13])=[N:11][N:12]=2)=[CH:4][C:3]=1[C:14]1[CH:19]=[CH:18][C:17]([C:20](Cl)=[O:21])=[CH:16][CH:15]=1.[F:23][C:24]1[CH:25]=[C:26]([CH:28]=[CH:29][C:30]=1[O:31][CH3:32])[NH2:27]. (2) Given the product [Cl:25][C:6]1[C:7](=[O:24])[N:8]([CH2:9][CH2:10][C:11]2[CH:23]=[CH:22][C:14]([C:15]([O:17][C:18]([CH3:21])([CH3:20])[CH3:19])=[O:16])=[CH:13][CH:12]=2)[C:3]([CH2:2][N:32]([C:31]2[CH:34]=[CH:35][CH:36]=[C:29]([Cl:28])[C:30]=2[CH3:37])[CH3:33])=[C:4]([Cl:26])[CH:5]=1, predict the reactants needed to synthesize it. The reactants are: Br[CH2:2][C:3]1[N:8]([CH2:9][CH2:10][C:11]2[CH:23]=[CH:22][C:14]([C:15]([O:17][C:18]([CH3:21])([CH3:20])[CH3:19])=[O:16])=[CH:13][CH:12]=2)[C:7](=[O:24])[C:6]([Cl:25])=[CH:5][C:4]=1[Cl:26].Cl.[Cl:28][C:29]1[C:30]([CH3:37])=[C:31]([CH:34]=[CH:35][CH:36]=1)[NH:32][CH3:33].C(N(C(C)C)C(C)C)C.C(=O)([O-])[O-].[K+].[K+]. (3) Given the product [NH2:1][C:2]1[C:12]([Cl:13])=[C:11]([CH2:14][N:32]2[CH2:33][CH2:34][CH2:35][C@H:30]([N:22]([CH2:20][CH3:21])[C:23]([O:24][C:25]([CH3:27])([CH3:26])[CH3:28])=[O:29])[CH2:31]2)[C:10]([C:16]([F:19])([F:18])[F:17])=[CH:9][C:3]=1[C:4]([O:6][CH2:7][CH3:8])=[O:5], predict the reactants needed to synthesize it. The reactants are: [NH2:1][C:2]1[C:12]([Cl:13])=[C:11]([CH:14]=O)[C:10]([C:16]([F:19])([F:18])[F:17])=[CH:9][C:3]=1[C:4]([O:6][CH2:7][CH3:8])=[O:5].[CH2:20]([N:22]([C@H:30]1[CH2:35][CH2:34][CH2:33][NH:32][CH2:31]1)[C:23](=[O:29])[O:24][C:25]([CH3:28])([CH3:27])[CH3:26])[CH3:21].